From a dataset of Choline transporter screen with 302,306 compounds. Binary Classification. Given a drug SMILES string, predict its activity (active/inactive) in a high-throughput screening assay against a specified biological target. (1) The molecule is S=C(N)c1cc(ncc1)CCC. The result is 0 (inactive). (2) The molecule is Clc1ccc(c2nc(N\N=C(/c3cc(OC)c(OC)cc3)C)nc(c2)C(F)(F)F)cc1. The result is 0 (inactive). (3) The drug is O1C(CNC(=O)CNC(=O)c2cc(ccc2)C)COc2c1cccc2. The result is 0 (inactive). (4) The drug is s1c2CC(CCc2c(c1NC(=O)Cn1nc(c2c(c1=O)cccc2)C(O)=O)C#N)C. The result is 0 (inactive). (5) The molecule is Clc1cc(NC(=S)NCc2ccc(S(=O)(=O)N)cc2)ccc1Cl. The result is 0 (inactive). (6) The molecule is O(CC(=O)C(C)(C)C)C(=O)CCc1nc2c([nH]c1=O)cccc2. The result is 0 (inactive). (7) The compound is S(=O)(=O)(n1c2c(nc1)cc(c(c2)C)C)c1ccc(F)cc1. The result is 0 (inactive).